This data is from NCI-60 drug combinations with 297,098 pairs across 59 cell lines. The task is: Regression. Given two drug SMILES strings and cell line genomic features, predict the synergy score measuring deviation from expected non-interaction effect. (1) Drug 1: CC1=CC=C(C=C1)C2=CC(=NN2C3=CC=C(C=C3)S(=O)(=O)N)C(F)(F)F. Drug 2: CC1=C(N=C(N=C1N)C(CC(=O)N)NCC(C(=O)N)N)C(=O)NC(C(C2=CN=CN2)OC3C(C(C(C(O3)CO)O)O)OC4C(C(C(C(O4)CO)O)OC(=O)N)O)C(=O)NC(C)C(C(C)C(=O)NC(C(C)O)C(=O)NCCC5=NC(=CS5)C6=NC(=CS6)C(=O)NCCC[S+](C)C)O. Cell line: SK-MEL-2. Synergy scores: CSS=48.2, Synergy_ZIP=-1.58, Synergy_Bliss=-0.118, Synergy_Loewe=-25.7, Synergy_HSA=1.95. (2) Drug 1: CCC1(CC2CC(C3=C(CCN(C2)C1)C4=CC=CC=C4N3)(C5=C(C=C6C(=C5)C78CCN9C7C(C=CC9)(C(C(C8N6C)(C(=O)OC)O)OC(=O)C)CC)OC)C(=O)OC)O.OS(=O)(=O)O. Drug 2: CC12CCC3C(C1CCC2OP(=O)(O)O)CCC4=C3C=CC(=C4)OC(=O)N(CCCl)CCCl.[Na+]. Cell line: UO-31. Synergy scores: CSS=23.2, Synergy_ZIP=-13.3, Synergy_Bliss=-19.3, Synergy_Loewe=-9.01, Synergy_HSA=-13.3. (3) Drug 1: C1CC(C1)(C(=O)O)C(=O)O.[NH2-].[NH2-].[Pt+2]. Drug 2: C1=CN(C=N1)CC(O)(P(=O)(O)O)P(=O)(O)O. Cell line: PC-3. Synergy scores: CSS=5.79, Synergy_ZIP=-0.387, Synergy_Bliss=0.452, Synergy_Loewe=-2.03, Synergy_HSA=-1.96. (4) Drug 1: CN(C)C1=NC(=NC(=N1)N(C)C)N(C)C. Cell line: U251. Drug 2: CN1C(=O)N2C=NC(=C2N=N1)C(=O)N. Synergy scores: CSS=5.95, Synergy_ZIP=-0.314, Synergy_Bliss=1.53, Synergy_Loewe=-14.3, Synergy_HSA=-0.880. (5) Drug 1: CN1C(=O)N2C=NC(=C2N=N1)C(=O)N. Drug 2: CC1=C2C(C(=O)C3(C(CC4C(C3C(C(C2(C)C)(CC1OC(=O)C(C(C5=CC=CC=C5)NC(=O)OC(C)(C)C)O)O)OC(=O)C6=CC=CC=C6)(CO4)OC(=O)C)O)C)O. Cell line: RPMI-8226. Synergy scores: CSS=2.57, Synergy_ZIP=-0.151, Synergy_Bliss=1.27, Synergy_Loewe=-1.08, Synergy_HSA=-1.11. (6) Drug 1: CN1CCC(CC1)COC2=C(C=C3C(=C2)N=CN=C3NC4=C(C=C(C=C4)Br)F)OC. Drug 2: C1CN(CCN1C(=O)CCBr)C(=O)CCBr. Cell line: SK-MEL-5. Synergy scores: CSS=6.37, Synergy_ZIP=-0.116, Synergy_Bliss=2.80, Synergy_Loewe=-4.85, Synergy_HSA=-2.24. (7) Synergy scores: CSS=6.92, Synergy_ZIP=-2.53, Synergy_Bliss=0.926, Synergy_Loewe=-3.01, Synergy_HSA=0.268. Drug 1: CC(C1=C(C=CC(=C1Cl)F)Cl)OC2=C(N=CC(=C2)C3=CN(N=C3)C4CCNCC4)N. Drug 2: CCCS(=O)(=O)NC1=C(C(=C(C=C1)F)C(=O)C2=CNC3=C2C=C(C=N3)C4=CC=C(C=C4)Cl)F. Cell line: HOP-92. (8) Drug 1: C1=CC(=CC=C1CCC2=CNC3=C2C(=O)NC(=N3)N)C(=O)NC(CCC(=O)O)C(=O)O. Drug 2: CC(C)CN1C=NC2=C1C3=CC=CC=C3N=C2N. Cell line: MCF7. Synergy scores: CSS=32.0, Synergy_ZIP=2.37, Synergy_Bliss=2.99, Synergy_Loewe=-5.75, Synergy_HSA=1.53. (9) Drug 1: CC12CCC(CC1=CCC3C2CCC4(C3CC=C4C5=CN=CC=C5)C)O. Drug 2: C1C(C(OC1N2C=NC3=C(N=C(N=C32)Cl)N)CO)O. Cell line: NCIH23. Synergy scores: CSS=1.75, Synergy_ZIP=-2.08, Synergy_Bliss=-3.01, Synergy_Loewe=-4.18, Synergy_HSA=-3.79. (10) Drug 1: C1=CC(=CC=C1C#N)C(C2=CC=C(C=C2)C#N)N3C=NC=N3. Drug 2: C1C(C(OC1N2C=NC3=C2NC=NCC3O)CO)O. Cell line: A498. Synergy scores: CSS=1.76, Synergy_ZIP=-0.992, Synergy_Bliss=-0.636, Synergy_Loewe=-1.97, Synergy_HSA=-0.238.